From a dataset of Full USPTO retrosynthesis dataset with 1.9M reactions from patents (1976-2016). Predict the reactants needed to synthesize the given product. Given the product [S:28]([C:32]1[CH:38]=[CH:37][C:35]([CH3:36])=[CH:34][CH:33]=1)([O-:31])(=[O:30])=[O:29].[CH3:9][O:10][C:11]1[CH:16]=[CH:15][C:14]([I+:17][C:23]2[CH:24]=[CH:25][C:20]([O:19][CH3:18])=[CH:21][CH:22]=2)=[CH:13][CH:12]=1, predict the reactants needed to synthesize it. The reactants are: C([O-])(=O)C.C([O-])(=O)C.[CH3:9][O:10][C:11]1[CH:16]=[CH:15][C:14]([IH+:17])=[CH:13][CH:12]=1.[CH3:18][O:19][C:20]1[CH:25]=[CH:24][C:23]([IH+])=[CH:22][CH:21]=1.O.[S:28]([C:32]1[CH:38]=[CH:37][C:35]([CH3:36])=[CH:34][CH:33]=1)([OH:31])(=[O:30])=[O:29].IC1C=CC(OC)=CC=1.